The task is: Predict the product of the given reaction.. This data is from Forward reaction prediction with 1.9M reactions from USPTO patents (1976-2016). (1) Given the reactants [Cl:1][C:2]1[C:3]([O:21][CH3:22])=[C:4]2[N:10]=[C:9]([C:11]3[CH:20]=[CH:19][C:14]([O:15][CH2:16][CH2:17]O)=[CH:13][CH:12]=3)[NH:8][C:5]2=[N:6][CH:7]=1.O=S(Cl)[Cl:25], predict the reaction product. The product is: [Cl:1][C:2]1[C:3]([O:21][CH3:22])=[C:4]2[N:10]=[C:9]([C:11]3[CH:20]=[CH:19][C:14]([O:15][CH2:16][CH2:17][Cl:25])=[CH:13][CH:12]=3)[NH:8][C:5]2=[N:6][CH:7]=1. (2) Given the reactants [CH2:1]([N:5]1[C:13]2[N:12]=[C:11]([Cl:14])[NH:10][C:9]=2[C:8](=[O:15])[N:7]([CH2:16][CH2:17][CH2:18][CH2:19][C:20]([O:22]CC)=O)[C:6]1=[O:25])[CH2:2][CH2:3][CH3:4].[C:26](=[N:34]O)([NH2:33])[C:27]1[CH:32]=[CH:31][CH:30]=[CH:29][CH:28]=1.[O-]CC.[Na+], predict the reaction product. The product is: [CH2:1]([N:5]1[C:13]2[N:12]=[C:11]([Cl:14])[NH:10][C:9]=2[C:8](=[O:15])[N:7]([CH2:16][CH2:17][CH2:18][CH2:19][C:20]2[O:22][N:34]=[C:26]([C:27]3[CH:32]=[CH:31][CH:30]=[CH:29][CH:28]=3)[N:33]=2)[C:6]1=[O:25])[CH2:2][CH2:3][CH3:4]. (3) Given the reactants [F:1][C:2]1[CH:9]=[CH:8][CH:7]=[CH:6][C:3]=1[CH2:4]Cl.O.Cl.[NH:12]1[CH2:17][CH2:16][C:15](=[O:18])[CH2:14][CH2:13]1.C(N(CC)CC)C, predict the reaction product. The product is: [F:1][C:2]1[CH:9]=[CH:8][CH:7]=[CH:6][C:3]=1[CH2:4][N:12]1[CH2:17][CH2:16][C:15](=[O:18])[CH2:14][CH2:13]1. (4) Given the reactants [OH:1][C:2]1([C:16]([O:18]C)=[O:17])[C:15]2[CH:14]=[CH:13][CH:12]=[CH:11][C:10]=2[O:9][C:8]2[C:3]1=[CH:4][CH:5]=[CH:6][CH:7]=2.[C@@:20]12([OH:29])[N:27]([CH3:28])[C@@H:24]([CH2:25][CH2:26]1)[CH2:23][CH:22]=[CH:21]2.[Na].O, predict the reaction product. The product is: [C@@:20]12([OH:29])[N:27]([CH3:28])[C@@H:24]([CH2:25][CH2:26]1)[CH2:23][CH:22]=[CH:21]2.[OH:1][C:2]1([C:16]([O-:18])=[O:17])[C:3]2[CH:4]=[CH:5][CH:6]=[CH:7][C:8]=2[O:9][C:10]2[C:15]1=[CH:14][CH:13]=[CH:12][CH:11]=2. (5) Given the reactants Cl[C:2]1[N:7]=[C:6]([O:8][CH3:9])[CH:5]=[C:4]([CH3:10])[N:3]=1.C(=O)([O-])[O-].[K+].[K+].[NH:17]1[CH2:22][CH2:21][NH:20][CH2:19][CH2:18]1, predict the reaction product. The product is: [CH3:9][O:8][C:6]1[CH:5]=[C:4]([CH3:10])[N:3]=[C:2]([N:17]2[CH2:22][CH2:21][NH:20][CH2:19][CH2:18]2)[N:7]=1. (6) The product is: [CH3:1][C:2]([C:10]1[CH:15]=[CH:14][C:13]([C:26]2[CH:25]=[CH:24][CH:23]=[C:22]([NH:21][C:18](=[O:20])[CH3:19])[CH:27]=2)=[C:12]([OH:17])[CH:11]=1)([CH3:9])[CH2:3][CH2:4][CH2:5][CH2:6][CH2:7][CH3:8]. Given the reactants [CH3:1][C:2]([C:10]1[CH:11]=[C:12]([OH:17])[C:13](Br)=[CH:14][CH:15]=1)([CH3:9])[CH2:3][CH2:4][CH2:5][CH2:6][CH2:7][CH3:8].[C:18]([NH:21][C:22]1[CH:23]=[C:24](B(O)O)[CH:25]=[CH:26][CH:27]=1)(=[O:20])[CH3:19], predict the reaction product. (7) Given the reactants [CH2:1]([CH:3]([CH2:15][CH2:16][CH2:17][CH3:18])[CH2:4][O:5][C:6]1[CH:11]=[CH:10][CH:9]=[C:8]([N+:12]([O-])=O)[CH:7]=1)[CH3:2].[H][H], predict the reaction product. The product is: [CH2:1]([CH:3]([CH2:15][CH2:16][CH2:17][CH3:18])[CH2:4][O:5][C:6]1[CH:7]=[C:8]([CH:9]=[CH:10][CH:11]=1)[NH2:12])[CH3:2]. (8) Given the reactants [CH3:1][O:2][C:3]([C:5]1[CH:6]=[C:7]2[CH:13]=[C:12]([C:14]([C:21]3[CH:26]=[CH:25][C:24]([S:27]([CH3:30])(=[O:29])=[O:28])=[CH:23][CH:22]=3)=[CH:15][CH:16]3[CH2:20][CH2:19][CH2:18][CH2:17]3)[NH:11][C:8]2=[N:9][CH:10]=1)=[O:4].[H][H], predict the reaction product. The product is: [CH3:1][O:2][C:3]([C:5]1[CH:6]=[C:7]2[CH:13]=[C:12]([CH:14]([C:21]3[CH:22]=[CH:23][C:24]([S:27]([CH3:30])(=[O:29])=[O:28])=[CH:25][CH:26]=3)[CH2:15][CH:16]3[CH2:17][CH2:18][CH2:19][CH2:20]3)[NH:11][C:8]2=[N:9][CH:10]=1)=[O:4].